Dataset: Full USPTO retrosynthesis dataset with 1.9M reactions from patents (1976-2016). Task: Predict the reactants needed to synthesize the given product. (1) Given the product [CH2:1]([O:3][C:4]([C:6]1[O:7][C:8]2[CH:14]=[C:13]([OH:15])[C:12]([O:23][CH3:24])=[CH:11][C:9]=2[CH:10]=1)=[O:5])[CH3:2], predict the reactants needed to synthesize it. The reactants are: [CH2:1]([O:3][C:4]([C:6]1[O:7][C:8]2[CH:14]=[C:13]([O:15]CC3C=CC=CC=3)[C:12]([O:23][CH3:24])=[CH:11][C:9]=2[CH:10]=1)=[O:5])[CH3:2].C(O)(=O)C.Cl.[OH-].[Na+]. (2) Given the product [CH2:17]([O:19][C:20]([C:22]1[C:23](=[O:45])[C:24]2[CH:29]=[N:28][C:27]([NH:16][C:13]3[CH:12]=[CH:11][C:10]([CH2:9][CH2:8][N:5]4[CH2:6][CH2:7][N:2]([CH3:1])[CH2:3][CH2:4]4)=[CH:15][CH:14]=3)=[N:26][C:25]=2[N:34]([C:36]2[CH:44]=[CH:43][C:42]([C:41]#[CH:40])=[CH:38][CH:37]=2)[CH:35]=1)=[O:21])[CH3:18], predict the reactants needed to synthesize it. The reactants are: [CH3:1][N:2]1[CH2:7][CH2:6][N:5]([CH2:8][CH2:9][C:10]2[CH:15]=[CH:14][C:13]([NH2:16])=[CH:12][CH:11]=2)[CH2:4][CH2:3]1.[CH2:17]([O:19][C:20]([C:22]1[C:23](=[O:45])[C:24]2[CH:29]=[N:28][C:27](S(C)(=O)=O)=[N:26][C:25]=2[N:34]([C:36]2[CH:37]=[C:38]3[C:42](=[CH:43][CH:44]=2)[CH2:41][CH2:40]C3)[CH:35]=1)=[O:21])[CH3:18]. (3) Given the product [Cl:26][CH2:27][C:28]1[N:1]=[C:2]([CH2:3][CH2:4][C@@H:5]([NH:17][C:18](=[O:24])[O:19][C:20]([CH3:21])([CH3:22])[CH3:23])[CH2:6][C:7]2[CH:8]=[N:9][C:10]([C:13]([F:16])([F:15])[F:14])=[CH:11][CH:12]=2)[S:25][CH:30]=1, predict the reactants needed to synthesize it. The reactants are: [NH2:1][C:2](=[S:25])[CH2:3][CH2:4][C@@H:5]([NH:17][C:18](=[O:24])[O:19][C:20]([CH3:23])([CH3:22])[CH3:21])[CH2:6][C:7]1[CH:8]=[N:9][C:10]([C:13]([F:16])([F:15])[F:14])=[CH:11][CH:12]=1.[Cl:26][CH2:27][C:28]([CH2:30]Cl)=O. (4) The reactants are: [C:1]([O:5][C:6]1[N:11]=[C:10]([O:12][C:13]([CH3:16])([CH3:15])[CH3:14])[C:9](B(O)O)=[CH:8][N:7]=1)([CH3:4])([CH3:3])[CH3:2].Br[C:21]1[S:22][CH:23]=[CH:24][C:25]=1[CH3:26].C([O-])([O-])=O.[Na+].[Na+].C1C=CC(P(C2C=CC=CC=2)C2C=CC=CC=2)=CC=1. Given the product [C:1]([O:5][C:6]1[N:11]=[C:10]([O:12][C:13]([CH3:16])([CH3:15])[CH3:14])[C:9]([C:21]2[S:22][CH:23]=[CH:24][C:25]=2[CH3:26])=[CH:8][N:7]=1)([CH3:4])([CH3:3])[CH3:2], predict the reactants needed to synthesize it. (5) Given the product [N:21]1([C:2]2[N:7]=[C:6]([NH:8][C:9]3[CH:14]=[CH:13][C:12]([N:15]4[CH2:20][CH2:19][O:18][CH2:17][CH2:16]4)=[CH:11][CH:10]=3)[CH:5]=[N:4][CH:3]=2)[CH:25]=[CH:24][N:23]=[CH:22]1, predict the reactants needed to synthesize it. The reactants are: Cl[C:2]1[N:7]=[C:6]([NH:8][C:9]2[CH:14]=[CH:13][C:12]([N:15]3[CH2:20][CH2:19][O:18][CH2:17][CH2:16]3)=[CH:11][CH:10]=2)[CH:5]=[N:4][CH:3]=1.[NH:21]1[CH:25]=[CH:24][N:23]=[CH:22]1. (6) Given the product [OH:19][C@:8]([CH2:12][CH2:13][C:14]1[CH:18]=[CH:17][S:16][CH:15]=1)([CH:9]([CH3:10])[CH3:11])[CH2:7][C:6]([OH:20])=[O:5], predict the reactants needed to synthesize it. The reactants are: C([O:5][C:6](=[O:20])[CH2:7][C@@:8]([OH:19])([CH2:12][CH2:13][C:14]1[CH:18]=[CH:17][S:16][CH:15]=1)[CH:9]([CH3:11])[CH3:10])(C)(C)C.[Li+].[OH-].O. (7) Given the product [Cl:25][C:26]1[CH:27]=[N+:28]([O-:51])[CH:29]=[C:30]([Cl:50])[C:31]=1[CH2:32][C@@H:33]([C:35]1[CH:40]=[CH:39][C:38]([O:41][CH:42]([F:44])[F:43])=[C:37]([O:45][CH2:46][CH:47]2[CH2:49][CH2:48]2)[CH:36]=1)[O:12][C:11](=[O:13])[CH2:10][S:9][C:7](=[O:8])[C:6]1[CH:14]=[CH:15][C:3]([O:2][CH3:1])=[C:4]([O:16][S:17]([CH3:20])(=[O:19])=[O:18])[CH:5]=1, predict the reactants needed to synthesize it. The reactants are: [CH3:1][O:2][C:3]1[CH:15]=[CH:14][C:6]([C:7]([S:9][CH2:10][C:11]([OH:13])=[O:12])=[O:8])=[CH:5][C:4]=1[O:16][S:17]([CH3:20])(=[O:19])=[O:18].C(Cl)CCl.[Cl:25][C:26]1[CH:27]=[N+:28]([O-:51])[CH:29]=[C:30]([Cl:50])[C:31]=1[CH2:32][C@@H:33]([C:35]1[CH:40]=[CH:39][C:38]([O:41][CH:42]([F:44])[F:43])=[C:37]([O:45][CH2:46][CH:47]2[CH2:49][CH2:48]2)[CH:36]=1)O.